Dataset: TCR-epitope binding with 47,182 pairs between 192 epitopes and 23,139 TCRs. Task: Binary Classification. Given a T-cell receptor sequence (or CDR3 region) and an epitope sequence, predict whether binding occurs between them. (1) The epitope is TLVPQEHYV. The TCR CDR3 sequence is CASSQDTGGSSYEQYF. Result: 1 (the TCR binds to the epitope). (2) The TCR CDR3 sequence is CASSNGFHFNTLYF. Result: 1 (the TCR binds to the epitope). The epitope is ELAGIGILTV. (3) The epitope is RLRAEAQVK. The TCR CDR3 sequence is CASSLGGGEQFF. Result: 0 (the TCR does not bind to the epitope). (4) The epitope is LLFNKVTLA. The TCR CDR3 sequence is CASSLDRSAEAFF. Result: 0 (the TCR does not bind to the epitope). (5) Result: 1 (the TCR binds to the epitope). The epitope is VVYRGTTTY. The TCR CDR3 sequence is CASSSPGQSSGANVLTF. (6) The epitope is KAYNVTQAF. The TCR CDR3 sequence is CASSQDVPSSYNSPLHF. Result: 0 (the TCR does not bind to the epitope). (7) The epitope is IQYIDIGNY. The TCR CDR3 sequence is CASSWETSGNTGELFF. Result: 0 (the TCR does not bind to the epitope). (8) The epitope is PKYVKQNTLKLAT. The TCR CDR3 sequence is CASSEAGGPGYEQYF. Result: 0 (the TCR does not bind to the epitope).